Dataset: Full USPTO retrosynthesis dataset with 1.9M reactions from patents (1976-2016). Task: Predict the reactants needed to synthesize the given product. (1) Given the product [CH2:10]([C@H:17]1[CH2:18][N:19]([C:23]2[CH:28]=[CH:27][C:26]([O:29][CH3:30])=[C:25]([O:31][CH:32]([CH3:34])[CH3:33])[CH:24]=2)[CH2:20][CH2:21][N:22]1[C:6](=[O:7])[CH2:5][C:4]([OH:3])=[O:9])[C:11]1[CH:12]=[CH:13][CH:14]=[CH:15][CH:16]=1, predict the reactants needed to synthesize it. The reactants are: C([O:3][C:4](=[O:9])[CH2:5][C:6](Cl)=[O:7])C.[CH2:10]([C@@H:17]1[NH:22][CH2:21][CH2:20][N:19]([C:23]2[CH:28]=[CH:27][C:26]([O:29][CH3:30])=[C:25]([O:31][CH:32]([CH3:34])[CH3:33])[CH:24]=2)[CH2:18]1)[C:11]1[CH:16]=[CH:15][CH:14]=[CH:13][CH:12]=1. (2) Given the product [F:1][C:2]1[CH:21]=[C:20]([S:22]([CH3:25])(=[O:24])=[O:23])[C:19]([F:26])=[CH:18][C:3]=1[O:4][C@H:5]1[CH2:10][CH2:9][CH2:8][N:7]([CH:11]2[CH2:16][CH2:15][N:14]([C:28]3[S:32][N:31]=[C:30]([C:33]([F:36])([F:35])[F:34])[N:29]=3)[CH2:13][CH2:12]2)[C:6]1=[O:17], predict the reactants needed to synthesize it. The reactants are: [F:1][C:2]1[CH:21]=[C:20]([S:22]([CH3:25])(=[O:24])=[O:23])[C:19]([F:26])=[CH:18][C:3]=1[O:4][C@H:5]1[CH2:10][CH2:9][CH2:8][N:7]([CH:11]2[CH2:16][CH2:15][NH:14][CH2:13][CH2:12]2)[C:6]1=[O:17].Cl[C:28]1[S:32][N:31]=[C:30]([C:33]([F:36])([F:35])[F:34])[N:29]=1.C(N(C(C)C)C(C)C)C. (3) The reactants are: [NH2:1][C:2]1[C:3]([C:12]([N:14]([CH2:21][C:22]2[CH:27]=[CH:26][CH:25]=[CH:24][N:23]=2)[CH2:15][C:16]([O:18][CH2:19][CH3:20])=[O:17])=[O:13])=[CH:4][C:5]2[C:10]([CH:11]=1)=[CH:9][CH:8]=[CH:7][CH:6]=2.C(N(CC)CC)C.[N:35]([C:38]1[C:43]([CH3:44])=[CH:42][CH:41]=[CH:40][C:39]=1[CH3:45])=[C:36]=[O:37]. Given the product [CH3:44][C:43]1[CH:42]=[CH:41][CH:40]=[C:39]([CH3:45])[C:38]=1[NH:35][C:36]([NH:1][C:2]1[C:3]([C:12]([N:14]([CH2:21][C:22]2[CH:27]=[CH:26][CH:25]=[CH:24][N:23]=2)[CH2:15][C:16]([O:18][CH2:19][CH3:20])=[O:17])=[O:13])=[CH:4][C:5]2[C:10]([CH:11]=1)=[CH:9][CH:8]=[CH:7][CH:6]=2)=[O:37], predict the reactants needed to synthesize it. (4) Given the product [I:7][C:8]1[CH:13]=[CH:12][C:11]([O:14][CH:25]2[CH2:26][CH2:27][N:22]([C:20]([O:19][C:15]([CH3:18])([CH3:17])[CH3:16])=[O:21])[CH2:23][CH2:24]2)=[CH:10][CH:9]=1, predict the reactants needed to synthesize it. The reactants are: C(=O)([O-])[O-].[K+].[K+].[I:7][C:8]1[CH:13]=[CH:12][C:11]([OH:14])=[CH:10][CH:9]=1.[C:15]([O:19][C:20]([N:22]1[CH2:27][CH2:26][CH:25](OS(C)(=O)=O)[CH2:24][CH2:23]1)=[O:21])([CH3:18])([CH3:17])[CH3:16].[OH-].[Na+]. (5) The reactants are: [NH:1]1[CH2:4][CH:3]([CH2:5][N:6]2[C:10]3[N:11]=[C:12]([C:21]4[CH:26]=[CH:25][C:24]([NH:27][C:28]([NH:30][C:31]5[CH:36]=[CH:35][CH:34]=[CH:33][CH:32]=5)=[O:29])=[CH:23][CH:22]=4)[N:13]=[C:14]([N:15]4[CH2:20][CH2:19][O:18][CH2:17][CH2:16]4)[C:9]=3[N:8]=[N:7]2)[CH2:2]1.CCN(CC)CC.[C:44](Cl)(=[O:51])[C:45]1[CH:50]=[CH:49][CH:48]=[CH:47][CH:46]=1. Given the product [C:44]([N:1]1[CH2:4][CH:3]([CH2:5][N:6]2[C:10]3[N:11]=[C:12]([C:21]4[CH:22]=[CH:23][C:24]([NH:27][C:28]([NH:30][C:31]5[CH:36]=[CH:35][CH:34]=[CH:33][CH:32]=5)=[O:29])=[CH:25][CH:26]=4)[N:13]=[C:14]([N:15]4[CH2:20][CH2:19][O:18][CH2:17][CH2:16]4)[C:9]=3[N:8]=[N:7]2)[CH2:2]1)(=[O:51])[C:45]1[CH:50]=[CH:49][CH:48]=[CH:47][CH:46]=1, predict the reactants needed to synthesize it. (6) Given the product [CH3:26][O:25][C:10]1[N:9]=[C:8]([C:6]([OH:7])=[O:34])[CH:13]=[C:12]([NH:14][CH2:15][CH2:16][C:17]2[CH:22]=[CH:21][C:20]([O:23][CH3:24])=[CH:19][CH:18]=2)[N:11]=1, predict the reactants needed to synthesize it. The reactants are: C(NN[C:6]([C:8]1[CH:13]=[C:12]([NH:14][CH2:15][CH2:16][C:17]2[CH:22]=[CH:21][C:20]([O:23][CH3:24])=[CH:19][CH:18]=2)[N:11]=[C:10]([O:25][CH3:26])[N:9]=1)=[O:7])(=O)C.C1(C)C=CC(S(Cl)(=O)=[O:34])=CC=1.CCN(P1(N(C)CCCN1C)=NC(C)(C)C)CC. (7) Given the product [Cl:1][C:2]1[C:3]([CH:10]2[CH2:12][CH2:11]2)=[N:4][CH:5]=[C:6]([Cl:8])[N:7]=1, predict the reactants needed to synthesize it. The reactants are: [Cl:1][C:2]1[C:3](I)=[N:4][CH:5]=[C:6]([Cl:8])[N:7]=1.[CH:10]1(B(O)O)[CH2:12][CH2:11]1.P([O-])([O-])([O-])=O.[K+].[K+].[K+].C1(C)C=CC=CC=1. (8) Given the product [NH2:15][C:10]1[CH:11]=[CH:12][CH:13]=[CH:14][C:9]=1[CH2:8][N:4]1[CH2:3][C:2]([CH3:18])([CH3:1])[S:6][C:5]1=[O:7], predict the reactants needed to synthesize it. The reactants are: [CH3:1][C:2]1([CH3:18])[S:6][C:5](=[O:7])[N:4]([CH2:8][C:9]2[CH:14]=[CH:13][CH:12]=[CH:11][C:10]=2[N+:15]([O-])=O)[CH2:3]1.[Cl-].[NH4+]. (9) Given the product [F:17][C:14]1[CH:13]=[N:12][C:11]([C@@H:9]([NH:8][C:6]2[N:5]=[C:4]([NH:18][C:19]3[N:20]=[CH:21][N:22]([CH2:24][CH2:25][C:26]4[CH:30]=[CH:29][S:28][CH:27]=4)[CH:23]=3)[N:3]=[C:2]([N:31]3[CH2:36][CH2:35][O:34][CH2:33][CH2:32]3)[N:7]=2)[CH3:10])=[N:16][CH:15]=1, predict the reactants needed to synthesize it. The reactants are: Cl[C:2]1[N:7]=[C:6]([NH:8][C@H:9]([C:11]2[N:16]=[CH:15][C:14]([F:17])=[CH:13][N:12]=2)[CH3:10])[N:5]=[C:4]([NH:18][C:19]2[N:20]=[CH:21][N:22]([CH2:24][CH2:25][C:26]3[CH:30]=[CH:29][S:28][CH:27]=3)[CH:23]=2)[N:3]=1.[NH:31]1[CH2:36][CH2:35][O:34][CH2:33][CH2:32]1.